Dataset: TCR-epitope binding with 47,182 pairs between 192 epitopes and 23,139 TCRs. Task: Binary Classification. Given a T-cell receptor sequence (or CDR3 region) and an epitope sequence, predict whether binding occurs between them. (1) The epitope is KAFSPEVIPMF. The TCR CDR3 sequence is CASNAGGNEKLFF. Result: 0 (the TCR does not bind to the epitope). (2) The epitope is RPRGEVRFL. The TCR CDR3 sequence is CASSLRTSGGDEQYF. Result: 0 (the TCR does not bind to the epitope).